Dataset: Catalyst prediction with 721,799 reactions and 888 catalyst types from USPTO. Task: Predict which catalyst facilitates the given reaction. Reactant: [CH2:1]([N:3]1[C:11]2[C:6](=[N:7][CH:8]=[C:9]([F:12])[CH:10]=2)[C:5]([C:13]2[CH:18]=[CH:17][C:16]([OH:19])=[CH:15][CH:14]=2)=[N:4]1)[CH3:2].[H-].[Na+].[CH3:22][O:23][CH2:24][CH2:25][N:26]1[C:30]2=[N:31][CH:32]=[CH:33][CH:34]=[C:29]2[N:28]=[C:27]1S(C)(=O)=O.O. Product: [CH2:1]([N:3]1[C:11]2[C:6](=[N:7][CH:8]=[C:9]([F:12])[CH:10]=2)[C:5]([C:13]2[CH:18]=[CH:17][C:16]([O:19][C:27]3[N:26]([CH2:25][CH2:24][O:23][CH3:22])[C:30]4=[N:31][CH:32]=[CH:33][CH:34]=[C:29]4[N:28]=3)=[CH:15][CH:14]=2)=[N:4]1)[CH3:2]. The catalyst class is: 3.